Task: Regression/Classification. Given a drug SMILES string, predict its absorption, distribution, metabolism, or excretion properties. Task type varies by dataset: regression for continuous measurements (e.g., permeability, clearance, half-life) or binary classification for categorical outcomes (e.g., BBB penetration, CYP inhibition). Dataset: cyp3a4_veith.. Dataset: CYP3A4 inhibition data for predicting drug metabolism from PubChem BioAssay (1) The molecule is COc1ccc2nc(N)sc2c1. The result is 0 (non-inhibitor). (2) The molecule is Nc1ccc(-c2nc3c(Cl)c(N)ccc3[nH]2)cc1. The result is 1 (inhibitor). (3) The molecule is COC(=O)c1c(NC(=O)C(C)(C)C)sc2c1C(C(=O)OC)CC2. The result is 0 (non-inhibitor).